Dataset: Reaction yield outcomes from USPTO patents with 853,638 reactions. Task: Predict the reaction yield, written as a fraction of the theoretical maximum amount of product (1.0 means a 100% yield; for example, 0.34 means a 34% yield). (1) The reactants are [CH3:1][C:2]1[N:3]=[CH:4][C:5]([NH:8][C:9](=[O:15])[O:10][C:11]([CH3:14])([CH3:13])[CH3:12])=[N:6][CH:7]=1.C1C(=O)N([Br:23])C(=O)C1.CC(N=NC(C#N)(C)C)(C#N)C. The catalyst is C(Cl)(Cl)(Cl)Cl. The product is [Br:23][CH2:1][C:2]1[N:3]=[CH:4][C:5]([NH:8][C:9](=[O:15])[O:10][C:11]([CH3:12])([CH3:14])[CH3:13])=[N:6][CH:7]=1. The yield is 0.750. (2) The reactants are Br[C:2]1[N:6]([S:7]([C:10]2[CH:11]=[N:12][CH:13]=[CH:14][CH:15]=2)(=[O:9])=[O:8])[CH:5]=[C:4]([CH2:16][N:17]([CH3:25])[C:18](=[O:24])[O:19][C:20]([CH3:23])([CH3:22])[CH3:21])[CH:3]=1.[CH3:26][C:27]1[C:28](B(O)O)=[CH:29][S:30][CH:31]=1.C(=O)([O-])[O-].[Na+].[Na+]. The catalyst is C1C=CC([P]([Pd]([P](C2C=CC=CC=2)(C2C=CC=CC=2)C2C=CC=CC=2)([P](C2C=CC=CC=2)(C2C=CC=CC=2)C2C=CC=CC=2)[P](C2C=CC=CC=2)(C2C=CC=CC=2)C2C=CC=CC=2)(C2C=CC=CC=2)C2C=CC=CC=2)=CC=1. The product is [CH3:25][N:17]([CH2:16][C:4]1[CH:3]=[C:2]([C:28]2[C:27]([CH3:26])=[CH:31][S:30][CH:29]=2)[N:6]([S:7]([C:10]2[CH:11]=[N:12][CH:13]=[CH:14][CH:15]=2)(=[O:9])=[O:8])[CH:5]=1)[C:18](=[O:24])[O:19][C:20]([CH3:23])([CH3:22])[CH3:21]. The yield is 0.640.